This data is from Full USPTO retrosynthesis dataset with 1.9M reactions from patents (1976-2016). The task is: Predict the reactants needed to synthesize the given product. (1) Given the product [Cl:34][C:22]1[N:23]=[CH:24][N:25]([CH2:26][O:27][CH2:28][CH2:29][Si:30]([CH3:31])([CH3:32])[CH3:33])[C:21]=1[C:19]([NH:18][CH2:17][C:12]1[CH:13]=[CH:14][C:15]([Cl:16])=[C:10]([O:9][C:4]2[CH:3]=[C:2]([CH3:36])[CH:7]=[C:6]([Cl:8])[CH:5]=2)[C:11]=1[F:35])=[O:20], predict the reactants needed to synthesize it. The reactants are: Br[C:2]1[CH:3]=[C:4]([O:9][C:10]2[C:11]([F:35])=[C:12]([CH2:17][NH:18][C:19]([C:21]3[N:25]([CH2:26][O:27][CH2:28][CH2:29][Si:30]([CH3:33])([CH3:32])[CH3:31])[CH:24]=[N:23][C:22]=3[Cl:34])=[O:20])[CH:13]=[CH:14][C:15]=2[Cl:16])[CH:5]=[C:6]([Cl:8])[CH:7]=1.[CH3:36]C(C[AlH]CC(C)C)C.C[Zn]C. (2) The reactants are: [CH3:1][O:2][C:3]1[CH:8]=[CH:7][C:6]([OH:9])=[CH:5][CH:4]=1.I[C:11]1[CH:16]=[CH:15][C:14]([CH3:17])=[CH:13][CH:12]=1.C(=O)([O-])[O-].[Cs+].[Cs+].Cl.CN(C)CC(O)=O. Given the product [CH3:1][O:2][C:3]1[CH:8]=[CH:7][C:6]([O:9][C:11]2[CH:16]=[CH:15][C:14]([CH3:17])=[CH:13][CH:12]=2)=[CH:5][CH:4]=1, predict the reactants needed to synthesize it. (3) Given the product [CH3:1][O:2][C:3](=[O:20])[C:4]1[C:9]([O:27][C:21]2[CH:26]=[CH:25][CH:24]=[CH:23][CH:22]=2)=[CH:8][N:7]=[C:6]([C:11](=[O:19])[C:12]2[CH:17]=[CH:16][C:15]([NH:33][C:32]3[CH:34]=[CH:35][C:29]([Cl:28])=[CH:30][CH:31]=3)=[CH:14][CH:13]=2)[CH:5]=1, predict the reactants needed to synthesize it. The reactants are: [CH3:1][O:2][C:3](=[O:20])[C:4]1[C:9](Cl)=[CH:8][N:7]=[C:6]([C:11](=[O:19])[C:12]2[CH:17]=[CH:16][C:15](Br)=[CH:14][CH:13]=2)[CH:5]=1.[C:21]1([OH:27])[CH:26]=[CH:25][CH:24]=[CH:23][CH:22]=1.[Cl:28][C:29]1[CH:35]=[CH:34][C:32]([NH2:33])=[CH:31][CH:30]=1. (4) Given the product [I:25][C:17]1[C:16]2[C@H:15]3[CH2:20][C@H:12]([CH2:13][CH2:14]3)[C:11]=2[N:10]([C:4]2[CH:5]=[CH:6][C:7]([F:9])=[CH:8][C:3]=2[F:2])[N:18]=1, predict the reactants needed to synthesize it. The reactants are: Cl.[F:2][C:3]1[CH:8]=[C:7]([F:9])[CH:6]=[CH:5][C:4]=1[N:10]1[N:18]=[C:17](N)[C:16]2[C@H:15]3[CH2:20][C@H:12]([CH2:13][CH2:14]3)[C:11]1=2.N([O-])=O.[Na+].[I-:25].[K+].